From a dataset of Full USPTO retrosynthesis dataset with 1.9M reactions from patents (1976-2016). Predict the reactants needed to synthesize the given product. (1) Given the product [ClH:1].[NH:2]1[CH:6]=[C:5]([CH2:7][C:8]([O:10][CH3:12])=[O:9])[N:4]=[CH:3]1, predict the reactants needed to synthesize it. The reactants are: [ClH:1].[NH:2]1[CH:6]=[C:5]([CH2:7][C:8]([OH:10])=[O:9])[N:4]=[CH:3]1.Cl.[CH3:12]O. (2) Given the product [CH:4]([C:6]1[CH:11]=[CH:10][N:9]=[C:8]([CH2:12][NH:13][C:14]([C:16]2[CH:25]=[C:24]([CH3:26])[C:23]3[C:18](=[C:19]([C:30]([F:32])([F:33])[F:31])[CH:20]=[C:21]([CH:27]4[CH2:28][CH2:29]4)[CH:22]=3)[N:17]=2)=[O:15])[CH:7]=1)=[O:5], predict the reactants needed to synthesize it. The reactants are: CON(C)[C:4]([C:6]1[CH:11]=[CH:10][N:9]=[C:8]([CH2:12][NH:13][C:14]([C:16]2[CH:25]=[C:24]([CH3:26])[C:23]3[C:18](=[C:19]([C:30]([F:33])([F:32])[F:31])[CH:20]=[C:21]([CH:27]4[CH2:29][CH2:28]4)[CH:22]=3)[N:17]=2)=[O:15])[CH:7]=1)=[O:5].C(O)(C(F)(F)F)=O. (3) Given the product [Br:19][C:17]1[CH:16]=[N:15][CH:14]=[C:13]([O:11][C:8]2[CH:9]=[CH:10][C:5]([O:4][CH3:3])=[CH:6][CH:7]=2)[CH:18]=1, predict the reactants needed to synthesize it. The reactants are: [H-].[Na+].[CH3:3][O:4][C:5]1[CH:10]=[CH:9][C:8]([OH:11])=[CH:7][CH:6]=1.Br[C:13]1[CH:14]=[N:15][CH:16]=[C:17]([Br:19])[CH:18]=1.[OH-].[Na+]. (4) Given the product [CH2:32]([C:22]1[CH:23]=[C:24]([C:28]2[N:29]=[C:12]([C:7]3[S:8][C:9]([CH:10]=[O:11])=[C:5]([CH2:3][CH3:4])[CH:6]=3)[O:14][N:31]=2)[CH:25]=[C:26]([CH3:27])[C:21]=1[CH2:20][CH2:19][C:18]([OH:34])=[O:17])[CH3:33], predict the reactants needed to synthesize it. The reactants are: [OH-].[Na+].[CH2:3]([C:5]1[CH:6]=[C:7]([C:12]([OH:14])=O)[S:8][C:9]=1[CH:10]=[O:11])[CH3:4].C([O:17][C:18](=[O:34])[CH2:19][CH2:20][C:21]1[C:26]([CH3:27])=[CH:25][C:24]([C:28](=[NH:31])[NH:29]O)=[CH:23][C:22]=1[CH2:32][CH3:33])C. (5) Given the product [N:1]1[C:14]2[C:5](=[C:6]3[C:11](=[CH:12][CH:13]=2)[CH2:10][CH2:9][CH:8]([CH2:15][OH:16])[O:7]3)[CH:4]=[CH:3][CH:2]=1, predict the reactants needed to synthesize it. The reactants are: [NH:1]1[C:14]2[C:5](=[C:6]3[C:11](=[CH:12][CH:13]=2)[CH2:10][CH2:9][CH:8]([CH2:15][OH:16])[O:7]3)[CH2:4][CH2:3][CH2:2]1. (6) Given the product [CH3:15][O:11][C:10](=[O:12])[CH2:9][C:6]1[CH:5]=[CH:4][C:3]([S:2][CH3:1])=[CH:8][CH:7]=1, predict the reactants needed to synthesize it. The reactants are: [CH3:1][S:2][C:3]1[CH:8]=[CH:7][C:6]([CH2:9][C:10]([OH:12])=[O:11])=[CH:5][CH:4]=1.[N+](=[CH2:15])=[N-]. (7) The reactants are: [O:1]=[C:2]1[N:7]([CH2:8][C:9]2[N:10]=[N:11][NH:12][N:13]=2)[C:6]2[CH:14]=[C:15]([C:17]3[CH:22]=[CH:21][CH:20]=[CH:19][CH:18]=3)[S:16][C:5]=2[C:4](=[O:23])[N:3]1[CH:24]1[CH2:29][CH2:28][N:27]([C:30]([O:32][C:33]([CH3:36])([CH3:35])[CH3:34])=[O:31])[CH2:26][CH2:25]1.[H-].[Li+].Br[CH2:40][CH3:41]. Given the product [CH2:40]([N:13]1[C:9]([CH2:8][N:7]2[C:6]3[CH:14]=[C:15]([C:17]4[CH:18]=[CH:19][CH:20]=[CH:21][CH:22]=4)[S:16][C:5]=3[C:4](=[O:23])[N:3]([CH:24]3[CH2:25][CH2:26][N:27]([C:30]([O:32][C:33]([CH3:36])([CH3:35])[CH3:34])=[O:31])[CH2:28][CH2:29]3)[C:2]2=[O:1])=[N:10][N:11]=[N:12]1)[CH3:41].[CH2:40]([N:11]1[N:12]=[N:13][C:9]([CH2:8][N:7]2[C:6]3[CH:14]=[C:15]([C:17]4[CH:18]=[CH:19][CH:20]=[CH:21][CH:22]=4)[S:16][C:5]=3[C:4](=[O:23])[N:3]([CH:24]3[CH2:25][CH2:26][N:27]([C:30]([O:32][C:33]([CH3:36])([CH3:35])[CH3:34])=[O:31])[CH2:28][CH2:29]3)[C:2]2=[O:1])=[N:10]1)[CH3:41], predict the reactants needed to synthesize it.